This data is from Reaction yield outcomes from USPTO patents with 853,638 reactions. The task is: Predict the reaction yield, written as a fraction of the theoretical maximum amount of product (1.0 means a 100% yield; for example, 0.34 means a 34% yield). The reactants are [Br:1][C:2]1[CH:3]=[C:4]([C:9]([F:12])([F:11])[F:10])[C:5]([OH:8])=[N:6][CH:7]=1.[H-].[Na+].[CH3:15]I.O. The catalyst is C1COCC1. The product is [Br:1][C:2]1[CH:3]=[C:4]([C:9]([F:12])([F:10])[F:11])[C:5](=[O:8])[N:6]([CH3:15])[CH:7]=1. The yield is 0.970.